From a dataset of Forward reaction prediction with 1.9M reactions from USPTO patents (1976-2016). Predict the product of the given reaction. Given the reactants [CH2:1]([C:3]1[N:7]([C:8]2[CH:9]=[N:10][CH:11]=[N:12][CH:13]=2)[N:6]=[CH:5][C:4]=1[C:14]([O:16]CC)=[O:15])[CH3:2].[OH-].[K+], predict the reaction product. The product is: [CH2:1]([C:3]1[N:7]([C:8]2[CH:13]=[N:12][CH:11]=[N:10][CH:9]=2)[N:6]=[CH:5][C:4]=1[C:14]([OH:16])=[O:15])[CH3:2].